Dataset: NCI-60 drug combinations with 297,098 pairs across 59 cell lines. Task: Regression. Given two drug SMILES strings and cell line genomic features, predict the synergy score measuring deviation from expected non-interaction effect. (1) Drug 1: C1=CC=C(C(=C1)C(C2=CC=C(C=C2)Cl)C(Cl)Cl)Cl. Drug 2: C(CN)CNCCSP(=O)(O)O. Cell line: LOX IMVI. Synergy scores: CSS=-0.282, Synergy_ZIP=4.13, Synergy_Bliss=5.08, Synergy_Loewe=1.62, Synergy_HSA=1.97. (2) Drug 1: CC1=C2C(C(=O)C3(C(CC4C(C3C(C(C2(C)C)(CC1OC(=O)C(C(C5=CC=CC=C5)NC(=O)OC(C)(C)C)O)O)OC(=O)C6=CC=CC=C6)(CO4)OC(=O)C)OC)C)OC. Drug 2: CC(CN1CC(=O)NC(=O)C1)N2CC(=O)NC(=O)C2. Cell line: BT-549. Synergy scores: CSS=55.6, Synergy_ZIP=2.93, Synergy_Bliss=0.947, Synergy_Loewe=-10.3, Synergy_HSA=2.75.